This data is from NCI-60 drug combinations with 297,098 pairs across 59 cell lines. The task is: Regression. Given two drug SMILES strings and cell line genomic features, predict the synergy score measuring deviation from expected non-interaction effect. (1) Drug 1: C1CCN(CC1)CCOC2=CC=C(C=C2)C(=O)C3=C(SC4=C3C=CC(=C4)O)C5=CC=C(C=C5)O. Drug 2: CC1=CC=C(C=C1)C2=CC(=NN2C3=CC=C(C=C3)S(=O)(=O)N)C(F)(F)F. Cell line: A549. Synergy scores: CSS=8.21, Synergy_ZIP=1.36, Synergy_Bliss=7.15, Synergy_Loewe=2.54, Synergy_HSA=1.96. (2) Drug 1: C1CCC(C1)C(CC#N)N2C=C(C=N2)C3=C4C=CNC4=NC=N3. Drug 2: CC1=C(C=C(C=C1)NC(=O)C2=CC=C(C=C2)CN3CCN(CC3)C)NC4=NC=CC(=N4)C5=CN=CC=C5. Cell line: HCT116. Synergy scores: CSS=4.23, Synergy_ZIP=0.681, Synergy_Bliss=2.82, Synergy_Loewe=-0.960, Synergy_HSA=-0.815. (3) Drug 1: CCCS(=O)(=O)NC1=C(C(=C(C=C1)F)C(=O)C2=CNC3=C2C=C(C=N3)C4=CC=C(C=C4)Cl)F. Drug 2: C1=C(C(=O)NC(=O)N1)F. Cell line: HS 578T. Synergy scores: CSS=44.9, Synergy_ZIP=14.2, Synergy_Bliss=16.6, Synergy_Loewe=10.0, Synergy_HSA=11.6. (4) Drug 1: CC1C(C(CC(O1)OC2CC(OC(C2O)C)OC3=CC4=CC5=C(C(=O)C(C(C5)C(C(=O)C(C(C)O)O)OC)OC6CC(C(C(O6)C)O)OC7CC(C(C(O7)C)O)OC8CC(C(C(O8)C)O)(C)O)C(=C4C(=C3C)O)O)O)O. Drug 2: CN(C(=O)NC(C=O)C(C(C(CO)O)O)O)N=O. Cell line: UO-31. Synergy scores: CSS=8.06, Synergy_ZIP=-0.878, Synergy_Bliss=-1.14, Synergy_Loewe=-59.7, Synergy_HSA=-0.959. (5) Drug 2: CN(CCCl)CCCl.Cl. Drug 1: CC1CCC2CC(C(=CC=CC=CC(CC(C(=O)C(C(C(=CC(C(=O)CC(OC(=O)C3CCCCN3C(=O)C(=O)C1(O2)O)C(C)CC4CCC(C(C4)OC)O)C)C)O)OC)C)C)C)OC. Cell line: OVCAR-5. Synergy scores: CSS=23.0, Synergy_ZIP=-8.63, Synergy_Bliss=-2.24, Synergy_Loewe=1.05, Synergy_HSA=1.21. (6) Drug 1: CS(=O)(=O)C1=CC(=C(C=C1)C(=O)NC2=CC(=C(C=C2)Cl)C3=CC=CC=N3)Cl. Drug 2: CCC1=C2CN3C(=CC4=C(C3=O)COC(=O)C4(CC)O)C2=NC5=C1C=C(C=C5)O. Cell line: IGROV1. Synergy scores: CSS=28.6, Synergy_ZIP=-3.51, Synergy_Bliss=-0.745, Synergy_Loewe=-32.5, Synergy_HSA=-0.401. (7) Drug 1: C1=NC2=C(N=C(N=C2N1C3C(C(C(O3)CO)O)O)F)N. Synergy scores: CSS=-1.21, Synergy_ZIP=0.973, Synergy_Bliss=-0.686, Synergy_Loewe=-2.86, Synergy_HSA=-2.53. Drug 2: CNC(=O)C1=NC=CC(=C1)OC2=CC=C(C=C2)NC(=O)NC3=CC(=C(C=C3)Cl)C(F)(F)F. Cell line: NCI-H226. (8) Drug 1: CC12CCC3C(C1CCC2O)C(CC4=C3C=CC(=C4)O)CCCCCCCCCS(=O)CCCC(C(F)(F)F)(F)F. Drug 2: CC(C)CN1C=NC2=C1C3=CC=CC=C3N=C2N. Cell line: UACC-257. Synergy scores: CSS=-0.306, Synergy_ZIP=0.783, Synergy_Bliss=0.359, Synergy_Loewe=-0.0239, Synergy_HSA=-0.814.